This data is from Catalyst prediction with 721,799 reactions and 888 catalyst types from USPTO. The task is: Predict which catalyst facilitates the given reaction. Reactant: [C:1]([C:3]1[N:4](C(OC(C)(C)C)=O)[C:5]([C:8]2[CH:9]=[C:10]3[C:14](=[C:15]([F:17])[CH:16]=2)[NH:13][C:12](=[O:18])[C:11]3([CH3:20])[CH3:19])=[CH:6][CH:7]=1)#[N:2]. Product: [F:17][C:15]1[CH:16]=[C:8]([C:5]2[NH:4][C:3]([C:1]#[N:2])=[CH:7][CH:6]=2)[CH:9]=[C:10]2[C:14]=1[NH:13][C:12](=[O:18])[C:11]2([CH3:20])[CH3:19]. The catalyst class is: 566.